This data is from Reaction yield outcomes from USPTO patents with 853,638 reactions. The task is: Predict the reaction yield, written as a fraction of the theoretical maximum amount of product (1.0 means a 100% yield; for example, 0.34 means a 34% yield). The reactants are CS(C)=O.C(Cl)(=O)C(Cl)=O.[CH2:11]([N:15]1[C:24]2[CH2:23][CH2:22][CH2:21][CH2:20][C:19]=2[CH:18]=[C:17]([CH2:25][OH:26])[C:16]1=[O:27])[CH2:12][CH2:13][CH3:14].C(N(CC)CC)C.Cl. The catalyst is C(Cl)Cl. The product is [CH2:11]([N:15]1[C:24]2[CH2:23][CH2:22][CH2:21][CH2:20][C:19]=2[CH:18]=[C:17]([CH:25]=[O:26])[C:16]1=[O:27])[CH2:12][CH2:13][CH3:14]. The yield is 0.560.